From a dataset of hERG Central: cardiac toxicity at 1µM, 10µM, and general inhibition. Predict hERG channel inhibition at various concentrations. The molecule is Cc1ccc2oc(=O)cc(CN3CCN(Cc4ccccc4)CC3)c2c1. Results: hERG_inhib (hERG inhibition (general)): blocker.